Dataset: Forward reaction prediction with 1.9M reactions from USPTO patents (1976-2016). Task: Predict the product of the given reaction. (1) The product is: [C:41]([O:45][C:46](=[O:47])[N:48]([CH2:50][C:51](=[O:52])[NH:1][CH2:2][C@H:3]([O:4][C:5]1[CH:14]=[CH:13][CH:12]=[C:11]2[C:6]=1[C:7]([NH:15][C:16]1[CH:21]=[CH:20][C:19]([O:22][CH2:23][C:24]3[CH:29]=[CH:28][CH:27]=[CH:26][N:25]=3)=[C:18]([Cl:30])[CH:17]=1)=[N:8][CH:9]=[N:10]2)[CH3:31])[CH3:49])([CH3:44])([CH3:42])[CH3:43]. Given the reactants [NH2:1][CH2:2][C@@H:3]([CH3:31])[O:4][C:5]1[CH:14]=[CH:13][CH:12]=[C:11]2[C:6]=1[C:7]([NH:15][C:16]1[CH:21]=[CH:20][C:19]([O:22][CH2:23][C:24]3[CH:29]=[CH:28][CH:27]=[CH:26][N:25]=3)=[C:18]([Cl:30])[CH:17]=1)=[N:8][CH:9]=[N:10]2.CCN(C(C)C)C(C)C.[C:41]([O:45][C:46]([N:48]([CH2:50][C:51](O)=[O:52])[CH3:49])=[O:47])([CH3:44])([CH3:43])[CH3:42].CN(C(ON1N=NC2C=CC=NC1=2)=[N+](C)C)C.F[P-](F)(F)(F)(F)F, predict the reaction product. (2) Given the reactants [CH2:1]([N:4]([CH2:14][CH2:15][CH3:16])[C:5]([C:7]1[CH:12]=[C:11](Cl)[CH:10]=[CH:9][N:8]=1)=[O:6])[CH2:2][CH3:3].C(N(CC)CC)C.CN([CH:27]=[O:28])C.[OH2:29], predict the reaction product. The product is: [CH2:1]([N:4]([CH2:14][CH2:15][CH3:16])[C:5]([C:7]1[CH:12]=[C:11]([CH:10]=[CH:9][N:8]=1)[C:27]([OH:28])=[O:29])=[O:6])[CH2:2][CH3:3]. (3) Given the reactants FC(F)(F)C(O)=O.[O:8]1[CH2:13][CH2:12][N:11]([C:14]2[C:15]3[N:16]([CH:27]=[C:28]([CH2:30][CH2:31][C:32]4[CH:41]=[CH:40][C:39]5[C:34](=[CH:35][CH:36]=[CH:37][CH:38]=5)[N:33]=4)[N:29]=3)[C:17]([C:20]3[CH:26]=[CH:25][C:23]([NH2:24])=[CH:22][CH:21]=3)=[CH:18][N:19]=2)[CH2:10][CH2:9]1.[CH3:42][S:43]([NH:46][C:47](=O)[O:48]CC)(=[O:45])=[O:44].CCN(C(C)C)C(C)C, predict the reaction product. The product is: [O:8]1[CH2:9][CH2:10][N:11]([C:14]2[C:15]3[N:16]([CH:27]=[C:28]([CH2:30][CH2:31][C:32]4[CH:41]=[CH:40][C:39]5[C:34](=[CH:35][CH:36]=[CH:37][CH:38]=5)[N:33]=4)[N:29]=3)[C:17]([C:20]3[CH:26]=[CH:25][C:23]([NH:24][C:47]([NH:46][S:43]([CH3:42])(=[O:45])=[O:44])=[O:48])=[CH:22][CH:21]=3)=[CH:18][N:19]=2)[CH2:12][CH2:13]1. (4) Given the reactants [CH3:1][O:2][C:3]1[C:8]([C:9]2[CH2:13][CH2:12][CH2:11][C:10]=2[C:14](OCC)=[O:15])=[CH:7][CH:6]=[CH:5][N:4]=1.[H-].[H-].[H-].[H-].[Li+].[Al+3], predict the reaction product. The product is: [CH3:1][O:2][C:3]1[C:8]([C:9]2[CH2:13][CH2:12][CH2:11][C:10]=2[CH2:14][OH:15])=[CH:7][CH:6]=[CH:5][N:4]=1. (5) Given the reactants [N+:1]([C:4]1[CH:5]=[C:6]([N:10]2[CH2:13][CH:12]([O:14][CH2:15][C:16]([NH2:18])=[O:17])[CH2:11]2)[CH:7]=[CH:8][CH:9]=1)([O-])=O, predict the reaction product. The product is: [NH2:1][C:4]1[CH:5]=[C:6]([N:10]2[CH2:13][CH:12]([O:14][CH2:15][C:16]([NH2:18])=[O:17])[CH2:11]2)[CH:7]=[CH:8][CH:9]=1. (6) The product is: [Br-:23].[CH:25]1([CH2:24][N+:1]23[CH2:6][CH2:5][C:4]([C:9]([OH:10])([C:17]4[CH:22]=[CH:21][CH:20]=[CH:19][CH:18]=4)[C:11]4[CH:12]=[CH:13][CH:14]=[CH:15][CH:16]=4)([CH2:3][CH2:2]2)[CH2:7][CH2:8]3)[CH2:27][CH2:26]1. Given the reactants [N:1]12[CH2:8][CH2:7][C:4]([C:9]([C:17]3[CH:22]=[CH:21][CH:20]=[CH:19][CH:18]=3)([C:11]3[CH:16]=[CH:15][CH:14]=[CH:13][CH:12]=3)[OH:10])([CH2:5][CH2:6]1)[CH2:3][CH2:2]2.[Br:23][CH2:24][CH:25]1[CH2:27][CH2:26]1, predict the reaction product.